Predict the reaction yield, written as a fraction of the theoretical maximum amount of product (1.0 means a 100% yield; for example, 0.34 means a 34% yield). From a dataset of Reaction yield outcomes from USPTO patents with 853,638 reactions. The reactants are [C:1]([O:7]C)(=O)[CH2:2][C:3]([CH3:5])=O.[CH3:9][C:10]1[CH:15]=[C:14]([CH3:16])[CH:13]=[C:12]([CH3:17])[C:11]=1[C:18]1[CH:22]=[N:21][NH:20][C:19]=1[NH2:23].C(O)C. The catalyst is C(O)(=O)C. The product is [CH3:5][C:3]1[NH:23][C:19]2[N:20]([N:21]=[CH:22][C:18]=2[C:11]2[C:12]([CH3:17])=[CH:13][C:14]([CH3:16])=[CH:15][C:10]=2[CH3:9])[C:1](=[O:7])[CH:2]=1. The yield is 0.452.